From a dataset of Full USPTO retrosynthesis dataset with 1.9M reactions from patents (1976-2016). Predict the reactants needed to synthesize the given product. Given the product [F:31][C:25]1[CH:26]=[CH:27][CH:28]=[C:29]([F:30])[C:24]=1[N:15]1[C:16]2[CH:21]=[CH:20][N:19]=[C:18]([O:22][CH3:23])[C:17]=2[C:13]([C:9]2[CH:8]=[C:7]([CH2:6][N:34]([CH3:35])[CH3:33])[CH:12]=[CH:11][CH:10]=2)=[N:14]1, predict the reactants needed to synthesize it. The reactants are: CS(O[CH2:6][C:7]1[CH:12]=[CH:11][CH:10]=[C:9]([C:13]2[C:17]3[C:18]([O:22][CH3:23])=[N:19][CH:20]=[CH:21][C:16]=3[N:15]([C:24]3[C:29]([F:30])=[CH:28][CH:27]=[CH:26][C:25]=3[F:31])[N:14]=2)[CH:8]=1)(=O)=O.Cl.[CH3:33][NH:34][CH3:35].[I-].[Na+].C(=O)([O-])O.[Na+].